From a dataset of Peptide-MHC class I binding affinity with 185,985 pairs from IEDB/IMGT. Regression. Given a peptide amino acid sequence and an MHC pseudo amino acid sequence, predict their binding affinity value. This is MHC class I binding data. (1) The peptide sequence is ELQAALARV. The MHC is HLA-A02:06 with pseudo-sequence HLA-A02:06. The binding affinity (normalized) is 0.658. (2) The peptide sequence is LLLLISLVY. The MHC is HLA-A26:02 with pseudo-sequence HLA-A26:02. The binding affinity (normalized) is 0.0847. (3) The peptide sequence is TEGEGRVIL. The MHC is HLA-B48:01 with pseudo-sequence HLA-B48:01. The binding affinity (normalized) is 0.0847. (4) The peptide sequence is IPRLGGMAF. The MHC is HLA-B15:42 with pseudo-sequence HLA-B15:42. The binding affinity (normalized) is 0.213. (5) The peptide sequence is ASFKAGKLR. The MHC is HLA-A31:01 with pseudo-sequence HLA-A31:01. The binding affinity (normalized) is 0.655. (6) The peptide sequence is FMIVSISLV. The MHC is HLA-A68:02 with pseudo-sequence HLA-A68:02. The binding affinity (normalized) is 0.643. (7) The binding affinity (normalized) is 0.444. The MHC is HLA-B07:02 with pseudo-sequence HLA-B07:02. The peptide sequence is RLAEERGAF. (8) The peptide sequence is YLKKWLNSF. The MHC is HLA-B44:02 with pseudo-sequence HLA-B44:02. The binding affinity (normalized) is 0.0847. (9) The peptide sequence is LDRFGLAESL. The MHC is Mamu-A11 with pseudo-sequence Mamu-A11. The binding affinity (normalized) is 0.259. (10) The binding affinity (normalized) is 0.841. The peptide sequence is SWAIKWEYVV. The MHC is Patr-A0901 with pseudo-sequence Patr-A0901.